This data is from M1 muscarinic receptor antagonist screen with 61,756 compounds. The task is: Binary Classification. Given a drug SMILES string, predict its activity (active/inactive) in a high-throughput screening assay against a specified biological target. (1) The compound is Clc1ccc(c2c3n(nc2C)c(N2CCN(CC2)C(=O)c2occc2)cc(n3)C)cc1. The result is 0 (inactive). (2) The drug is O(c1ccc(NCCC#N)cc1)CCC#N. The result is 0 (inactive). (3) The result is 0 (inactive). The compound is Fc1ccc(Cn2nnnc2C(N2CCN(C3CCCCC3)CC2)CCC)cc1.